This data is from Forward reaction prediction with 1.9M reactions from USPTO patents (1976-2016). The task is: Predict the product of the given reaction. Given the reactants C1(P(C2C=CC=CC=2)C2C=CC=CC=2)C=CC=CC=1.[C:20]([Cl:24])(Cl)(Cl)Cl.[CH2:25]([O:32][C:33]1[CH:49]=[C:48]([N+:50]([O-:52])=[O:51])[C:47]([CH2:53]CO)=[CH:46][C:34]=1[NH:35][C:36]([C:42]([F:45])([F:44])[F:43])=[CH:37][C:38]([O:40][CH3:41])=[O:39])[C:26]1[CH:31]=[CH:30][CH:29]=[CH:28][CH:27]=1, predict the reaction product. The product is: [CH2:25]([O:32][C:33]1[CH:49]=[C:48]([N+:50]([O-:52])=[O:51])[C:47]([CH2:53][CH2:20][Cl:24])=[CH:46][C:34]=1[NH:35][C:36]([C:42]([F:43])([F:44])[F:45])=[CH:37][C:38]([O:40][CH3:41])=[O:39])[C:26]1[CH:27]=[CH:28][CH:29]=[CH:30][CH:31]=1.